This data is from NCI-60 drug combinations with 297,098 pairs across 59 cell lines. The task is: Regression. Given two drug SMILES strings and cell line genomic features, predict the synergy score measuring deviation from expected non-interaction effect. (1) Drug 1: CS(=O)(=O)OCCCCOS(=O)(=O)C. Drug 2: CC1C(C(CC(O1)OC2CC(CC3=C2C(=C4C(=C3O)C(=O)C5=CC=CC=C5C4=O)O)(C(=O)C)O)N)O. Cell line: SF-539. Synergy scores: CSS=42.3, Synergy_ZIP=1.02, Synergy_Bliss=1.33, Synergy_Loewe=-39.5, Synergy_HSA=3.09. (2) Synergy scores: CSS=36.9, Synergy_ZIP=-5.62, Synergy_Bliss=-2.19, Synergy_Loewe=-16.7, Synergy_HSA=-0.399. Drug 2: CS(=O)(=O)OCCCCOS(=O)(=O)C. Cell line: HCT116. Drug 1: CCC1=CC2CC(C3=C(CN(C2)C1)C4=CC=CC=C4N3)(C5=C(C=C6C(=C5)C78CCN9C7C(C=CC9)(C(C(C8N6C)(C(=O)OC)O)OC(=O)C)CC)OC)C(=O)OC.C(C(C(=O)O)O)(C(=O)O)O. (3) Drug 1: CN1CCC(CC1)COC2=C(C=C3C(=C2)N=CN=C3NC4=C(C=C(C=C4)Br)F)OC. Drug 2: CC1=C(C=C(C=C1)NC2=NC=CC(=N2)N(C)C3=CC4=NN(C(=C4C=C3)C)C)S(=O)(=O)N.Cl. Cell line: HCT116. Synergy scores: CSS=9.38, Synergy_ZIP=3.10, Synergy_Bliss=9.39, Synergy_Loewe=6.51, Synergy_HSA=7.14. (4) Drug 1: CC1OCC2C(O1)C(C(C(O2)OC3C4COC(=O)C4C(C5=CC6=C(C=C35)OCO6)C7=CC(=C(C(=C7)OC)O)OC)O)O. Drug 2: CN(CCCl)CCCl.Cl. Cell line: PC-3. Synergy scores: CSS=19.4, Synergy_ZIP=-8.48, Synergy_Bliss=-3.18, Synergy_Loewe=-2.72, Synergy_HSA=-1.83. (5) Synergy scores: CSS=20.9, Synergy_ZIP=-3.28, Synergy_Bliss=-1.70, Synergy_Loewe=-22.9, Synergy_HSA=-2.63. Cell line: NCIH23. Drug 1: C1CN1P(=S)(N2CC2)N3CC3. Drug 2: CN1C2=C(C=C(C=C2)N(CCCl)CCCl)N=C1CCCC(=O)O.Cl.